Dataset: Reaction yield outcomes from USPTO patents with 853,638 reactions. Task: Predict the reaction yield, written as a fraction of the theoretical maximum amount of product (1.0 means a 100% yield; for example, 0.34 means a 34% yield). (1) The reactants are Cl[CH2:2][C:3]([OH:5])=[O:4].[OH-].[Na+].[NH:8]1[C:12]2[CH:13]=[CH:14][CH:15]=[CH:16][C:11]=2[N:10]=[N:9]1.Cl. The catalyst is O. The product is [N:8]1([CH2:2][C:3]([OH:5])=[O:4])[C:12]2[CH:13]=[CH:14][CH:15]=[CH:16][C:11]=2[N:10]=[N:9]1. The yield is 0.700. (2) The catalyst is CN(C=O)C.CCOC(C)=O.[Cl-].[Na+].O. The reactants are [O:1]=[C:2]1[C:7]2[C:8]([C:29]3[CH:34]=[CH:33][CH:32]=[CH:31][CH:30]=3)=[C:9]([C:11]3[CH:16]=[CH:15][C:14]([C:17]4([NH:21][C:22](=[O:28])[O:23][C:24]([CH3:27])([CH3:26])[CH3:25])[CH2:20][CH2:19][CH2:18]4)=[CH:13][CH:12]=3)[O:10][C:6]=2[CH:5]=[CH:4][NH:3]1.C([O-])([O-])=O.[K+].[K+].[F:41][C:42]([F:46])([F:45])[CH2:43]I. The product is [O:1]=[C:2]1[C:7]2[C:8]([C:29]3[CH:30]=[CH:31][CH:32]=[CH:33][CH:34]=3)=[C:9]([C:11]3[CH:12]=[CH:13][C:14]([C:17]4([NH:21][C:22](=[O:28])[O:23][C:24]([CH3:26])([CH3:27])[CH3:25])[CH2:20][CH2:19][CH2:18]4)=[CH:15][CH:16]=3)[O:10][C:6]=2[CH:5]=[CH:4][N:3]1[CH2:43][C:42]([F:46])([F:45])[F:41]. The yield is 0.650. (3) The reactants are [Li+].C[Si]([N-][Si](C)(C)C)(C)C.F[C:12]1[C:17]([C:18]2[N:23]=[C:22]([CH3:24])[N:21]=[C:20]([N:25]([CH2:35][C:36]3[CH:41]=[CH:40][C:39]([O:42][CH3:43])=[CH:38][CH:37]=3)[CH2:26][C:27]3[CH:32]=[CH:31][C:30]([O:33][CH3:34])=[CH:29][CH:28]=3)[N:19]=2)=[CH:16][C:15]([CH2:44][N:45]2[CH2:50][CH2:49][N:48]([S:51]([CH3:54])(=[O:53])=[O:52])[CH2:47][CH2:46]2)=[CH:14][N:13]=1.[NH2:55][C:56]1[CH:57]=[CH:58][C:59]([NH:62][C:63](=[O:69])[O:64][C:65]([CH3:68])([CH3:67])[CH3:66])=[N:60][CH:61]=1. The catalyst is C1COCC1. The product is [CH3:34][O:33][C:30]1[CH:31]=[CH:32][C:27]([CH2:26][N:25]([CH2:35][C:36]2[CH:41]=[CH:40][C:39]([O:42][CH3:43])=[CH:38][CH:37]=2)[C:20]2[N:21]=[C:22]([CH3:24])[N:23]=[C:18]([C:17]3[C:12]([NH:55][C:56]4[CH:57]=[CH:58][C:59]([NH:62][C:63](=[O:69])[O:64][C:65]([CH3:67])([CH3:66])[CH3:68])=[N:60][CH:61]=4)=[N:13][CH:14]=[C:15]([CH2:44][N:45]4[CH2:50][CH2:49][N:48]([S:51]([CH3:54])(=[O:53])=[O:52])[CH2:47][CH2:46]4)[CH:16]=3)[N:19]=2)=[CH:28][CH:29]=1. The yield is 0.460. (4) The reactants are [F:1][C:2]1[CH:7]=[CH:6][CH:5]=[C:4]([F:8])[C:3]=1[N:9]1[C:14]2[N:15]=[C:16](S(C)=O)[N:17]=[C:18]([C:19]3[CH:20]=[C:21]([CH:28]=[CH:29][C:30]=3[CH3:31])[C:22]([NH:24][CH:25]([CH3:27])[CH3:26])=[O:23])[C:13]=2[CH2:12][NH:11][C:10]1=[O:35].[CH3:36][N:37]([CH3:41])[CH2:38][CH2:39][NH2:40]. The catalyst is C1COCC1. The product is [F:1][C:2]1[CH:7]=[CH:6][CH:5]=[C:4]([F:8])[C:3]=1[N:9]1[C:14]2[N:15]=[C:16]([NH:40][CH2:39][CH2:38][N:37]([CH3:41])[CH3:36])[N:17]=[C:18]([C:19]3[CH:20]=[C:21]([CH:28]=[CH:29][C:30]=3[CH3:31])[C:22]([NH:24][CH:25]([CH3:27])[CH3:26])=[O:23])[C:13]=2[CH2:12][NH:11][C:10]1=[O:35]. The yield is 0.950. (5) The reactants are C(OC(=O)[NH:7][C:8]1[CH:13]=[CH:12][C:11]([F:14])=[C:10]([Cl:15])[C:9]=1[Cl:16])(C)(C)C.FC(F)(F)C(O)=O.C(=O)(O)[O-].[Na+]. The catalyst is ClCCl. The product is [Cl:16][C:9]1[C:10]([Cl:15])=[C:11]([F:14])[CH:12]=[CH:13][C:8]=1[NH2:7]. The yield is 0.810. (6) The reactants are [CH:1]([C:4]1[C:5]([O:17][CH2:18][CH2:19][CH3:20])=[C:6]([CH:14]=[CH:15][CH:16]=1)[CH2:7][N:8]([CH3:13])[C:9](=[O:12])[CH:10]=[CH2:11])([CH3:3])[CH3:2].C(N(C(C)C)CC)(C)C.Br[C:31]1[CH:44]=[N:43][C:34]2[NH:35][C:36](=[O:42])[C:37]([CH3:41])([CH3:40])[NH:38][CH2:39][C:33]=2[CH:32]=1.CC1C=CC=CC=1P(C1C=CC=CC=1C)C1C=CC=CC=1C. The catalyst is C(#N)CC.CN(C=O)C.CC([O-])=O.CC([O-])=O.[Pd+2]. The product is [CH3:40][C:37]1([CH3:41])[C:36](=[O:42])[NH:35][C:34]2[N:43]=[CH:44][C:31](/[CH:11]=[CH:10]/[C:9]([N:8]([CH2:7][C:6]3[CH:14]=[CH:15][CH:16]=[C:4]([CH:1]([CH3:3])[CH3:2])[C:5]=3[O:17][CH2:18][CH2:19][CH3:20])[CH3:13])=[O:12])=[CH:32][C:33]=2[CH2:39][NH:38]1. The yield is 0.310.